From a dataset of Peptide-MHC class II binding affinity with 134,281 pairs from IEDB. Regression. Given a peptide amino acid sequence and an MHC pseudo amino acid sequence, predict their binding affinity value. This is MHC class II binding data. (1) The peptide sequence is KLRFTCLSSTGSSCL. The MHC is HLA-DQA10401-DQB10402 with pseudo-sequence HLA-DQA10401-DQB10402. The binding affinity (normalized) is 0.157. (2) The peptide sequence is ARMWIQAATTMASYQ. The MHC is DRB1_1101 with pseudo-sequence DRB1_1101. The binding affinity (normalized) is 0.609.